This data is from Reaction yield outcomes from USPTO patents with 853,638 reactions. The task is: Predict the reaction yield, written as a fraction of the theoretical maximum amount of product (1.0 means a 100% yield; for example, 0.34 means a 34% yield). The reactants are [Cl:1][C:2]1[CH:3]=[C:4]([C:12]2[O:16][N:15]=[C:14]([C:17]3[C:27]4[CH2:26][CH2:25][N:24](C(OC(C)(C)C)=O)[CH2:23][CH2:22][C:21]=4[CH:20]=[CH:19][CH:18]=3)[N:13]=2)[CH:5]=[CH:6][C:7]=1[O:8][CH:9]([CH3:11])[CH3:10].FC(F)(F)C(O)=O. The yield is 1.00. The product is [ClH:1].[Cl:1][C:2]1[CH:3]=[C:4]([C:12]2[O:16][N:15]=[C:14]([C:17]3[C:27]4[CH2:26][CH2:25][NH:24][CH2:23][CH2:22][C:21]=4[CH:20]=[CH:19][CH:18]=3)[N:13]=2)[CH:5]=[CH:6][C:7]=1[O:8][CH:9]([CH3:10])[CH3:11]. The catalyst is C(Cl)Cl.